The task is: Regression. Given a peptide amino acid sequence and an MHC pseudo amino acid sequence, predict their binding affinity value. This is MHC class II binding data.. This data is from Peptide-MHC class II binding affinity with 134,281 pairs from IEDB. The MHC is DRB1_1101 with pseudo-sequence DRB1_1101. The peptide sequence is YNYMEPYVSKNPRQA. The binding affinity (normalized) is 0.289.